Predict which catalyst facilitates the given reaction. From a dataset of Catalyst prediction with 721,799 reactions and 888 catalyst types from USPTO. Reactant: [CH:1]1([NH2:7])[CH2:6][CH2:5][CH2:4][CH2:3][CH2:2]1.C([O:10][C:11]([C:13]1[C:14](=[O:32])[N:15]([CH2:24][C:25]2[CH:30]=[CH:29][C:28]([F:31])=[CH:27][CH:26]=2)[C:16]2[C:21]([C:22]=1[OH:23])=[CH:20][CH:19]=[CH:18][CH:17]=2)=O)C. Product: [CH:1]1([NH:7][C:11]([C:13]2[C:14](=[O:32])[N:15]([CH2:24][C:25]3[CH:26]=[CH:27][C:28]([F:31])=[CH:29][CH:30]=3)[C:16]3[C:21]([C:22]=2[OH:23])=[CH:20][CH:19]=[CH:18][CH:17]=3)=[O:10])[CH2:6][CH2:5][CH2:4][CH2:3][CH2:2]1. The catalyst class is: 93.